From a dataset of Catalyst prediction with 721,799 reactions and 888 catalyst types from USPTO. Predict which catalyst facilitates the given reaction. (1) Reactant: [F:1][C:2]([F:17])([F:16])[CH2:3][O:4][C:5]1[CH:6]=[N:7][C:8]2[C:9](=O)[CH2:10][CH2:11][CH2:12][C:13]=2[CH:14]=1.Cl.[NH2:19][OH:20].C([O-])(=O)C.[Na+].O. Product: [F:1][C:2]([F:17])([F:16])[CH2:3][O:4][C:5]1[CH:6]=[N:7][C:8]2[C:9](=[N:19][OH:20])[CH2:10][CH2:11][CH2:12][C:13]=2[CH:14]=1. The catalyst class is: 40. (2) Reactant: Br[C:2]1[N:9]=[CH:8][CH:7]=[C:6]([Cl:10])[C:3]=1[CH:4]=[O:5].[C:11]1(=[O:24])[C:16]2[CH:17]=[C:18]3[N:23]([C:15]=2[CH2:14][CH2:13][NH:12]1)[CH2:22][CH2:21][CH2:20][CH2:19]3.CC1(C)C2C(=C(P(C3C=CC=CC=3)C3C=CC=CC=3)C=CC=2)OC2C(P(C3C=CC=CC=3)C3C=CC=CC=3)=CC=CC1=2.C([O-])(=O)C.[K+]. Product: [Cl:10][C:6]1[C:3]([CH:4]=[O:5])=[C:2]([N:12]2[CH2:13][CH2:14][C:15]3[N:23]4[C:18]([CH2:19][CH2:20][CH2:21][CH2:22]4)=[CH:17][C:16]=3[C:11]2=[O:24])[N:9]=[CH:8][CH:7]=1. The catalyst class is: 102. (3) Reactant: [C:1]([C:5]1[CH:9]=[C:8]([NH:10][C:11](=[O:19])OC2C=CC=CC=2)[N:7]([CH3:20])[N:6]=1)([CH3:4])([CH3:3])[CH3:2].[NH2:21][C:22]1[C:31]2[C:26](=[CH:27][CH:28]=[CH:29][CH:30]=2)[C:25]([O:32][C:33]2[CH:38]=[CH:37][N:36]=[C:35]([NH:39][C:40]3[CH:41]=[C:42]([CH:56]=[C:57]([C:59]#[CH:60])[CH:58]=3)[C:43]([NH:45][CH2:46][CH2:47][O:48][CH2:49][CH2:50][O:51][CH2:52][CH2:53][O:54][CH3:55])=[O:44])[CH:34]=2)=[CH:24][CH:23]=1.CCN(CC)CC. Product: [C:1]([C:5]1[CH:9]=[C:8]([NH:10][C:11](=[O:19])[NH:21][C:22]2[C:31]3[C:26](=[CH:27][CH:28]=[CH:29][CH:30]=3)[C:25]([O:32][C:33]3[CH:38]=[CH:37][N:36]=[C:35]([NH:39][C:40]4[CH:41]=[C:42]([CH:56]=[C:57]([C:59]#[CH:60])[CH:58]=4)[C:43]([NH:45][CH2:46][CH2:47][O:48][CH2:49][CH2:50][O:51][CH2:52][CH2:53][O:54][CH3:55])=[O:44])[CH:34]=3)=[CH:24][CH:23]=2)[N:7]([CH3:20])[N:6]=1)([CH3:2])([CH3:3])[CH3:4]. The catalyst class is: 480.